From a dataset of Forward reaction prediction with 1.9M reactions from USPTO patents (1976-2016). Predict the product of the given reaction. (1) Given the reactants [CH:1]([C:4]1[CH:9]=[CH:8][CH:7]=[CH:6][C:5]=1[CH2:10][CH2:11][C:12]([OH:14])=O)([CH3:3])[CH3:2].S(Cl)([Cl:17])=O, predict the reaction product. The product is: [CH:1]([C:4]1[CH:9]=[CH:8][CH:7]=[CH:6][C:5]=1[CH2:10][CH2:11][C:12]([Cl:17])=[O:14])([CH3:3])[CH3:2]. (2) The product is: [NH2:13][C:6]1[CH:7]=[CH:8][CH:9]=[C:10]2[C:5]=1[C:4](=[O:16])[N:3]([CH3:2])[CH2:12][CH2:11]2. Given the reactants Cl.[CH3:2][N:3]1[CH2:12][CH2:11][C:10]2[C:5](=[C:6]([N+:13]([O-])=O)[CH:7]=[CH:8][CH:9]=2)[C:4]1=[O:16], predict the reaction product. (3) Given the reactants [CH2:1]([NH:3][C@@H:4]1[CH2:8][CH2:7][N:6]([C:9]2[C:14]([C:15]([O:17][CH:18]([CH3:20])[CH3:19])=[O:16])=[CH:13][CH:12]=[CH:11][N:10]=2)[CH2:5]1)[CH3:2].[F:21][C:22]1[CH:27]=[CH:26][C:25]([C:28]2[C:29]([CH:34]=O)=[CH:30][CH:31]=[CH:32][CH:33]=2)=[CH:24][CH:23]=1.O1CCCC1.C(O[BH-](OC(=O)C)OC(=O)C)(=O)C.[Na+], predict the reaction product. The product is: [CH3:20][CH:18]([O:17][C:15]([C:14]1[C:9]([N:6]2[CH2:7][CH2:8][C@@H:4]([N:3]([CH2:1][CH3:2])[CH2:34][C:29]3[CH:30]=[CH:31][CH:32]=[CH:33][C:28]=3[C:25]3[CH:24]=[CH:23][C:22]([F:21])=[CH:27][CH:26]=3)[CH2:5]2)=[N:10][CH:11]=[CH:12][CH:13]=1)=[O:16])[CH3:19]. (4) Given the reactants [CH3:1][O:2][C:3]1[CH:4]=[C:5]([NH2:17])[CH:6]=[CH:7][C:8]=1[O:9][CH2:10][CH2:11][N:12]1[CH2:16][CH2:15][CH2:14][CH2:13]1.C(N(CC)CC)C.[Br:25][C:26]1[CH:34]=[CH:33][C:29]([C:30](Cl)=[O:31])=[CH:28][CH:27]=1, predict the reaction product. The product is: [NH3:12].[Br:25][C:26]1[CH:34]=[CH:33][C:29]([C:30]([NH:17][C:5]2[CH:6]=[CH:7][C:8]([O:9][CH2:10][CH2:11][N:12]3[CH2:16][CH2:15][CH2:14][CH2:13]3)=[C:3]([O:2][CH3:1])[CH:4]=2)=[O:31])=[CH:28][CH:27]=1. (5) Given the reactants C(=O)([O-])[O-].[K+].[K+].C(O[C:10](=O)[O:11][C:12]1[C:21]2[C:22](=[O:37])[N:23]([CH2:26][C:27]3[CH:32]=[CH:31][C:30]([O:33][CH3:34])=[CH:29][C:28]=3[O:35][CH3:36])[C:24](=[O:25])[C:20]=2[C:19]([O:38][CH:39]([C:46]2[CH:51]=[CH:50][CH:49]=[CH:48][CH:47]=2)[C:40]2[CH:45]=[CH:44][CH:43]=[CH:42][CH:41]=2)=[C:18]2[C:13]=1[CH:14]=[CH:15][CH:16]=[N:17]2)C.O.IC, predict the reaction product. The product is: [CH:39]([O:38][C:19]1[C:20]2[C:24](=[O:25])[N:23]([CH2:26][C:27]3[CH:32]=[CH:31][C:30]([O:33][CH3:34])=[CH:29][C:28]=3[O:35][CH3:36])[C:22](=[O:37])[C:21]=2[C:12]([O:11][CH3:10])=[C:13]2[C:18]=1[N:17]=[CH:16][CH:15]=[CH:14]2)([C:46]1[CH:51]=[CH:50][CH:49]=[CH:48][CH:47]=1)[C:40]1[CH:45]=[CH:44][CH:43]=[CH:42][CH:41]=1.